Dataset: Experimentally validated miRNA-target interactions with 360,000+ pairs, plus equal number of negative samples. Task: Binary Classification. Given a miRNA mature sequence and a target amino acid sequence, predict their likelihood of interaction. The miRNA is mmu-miR-3086-3p with sequence CCCAAUGAGCCUACAGUCUAAG. The protein sequence of the target gene is MIAAQLLAYYFTELKDDQVKKIDKYLYAMRLSDETLIDIMTRFRKEMKNGLSRDFNPTATVKMLPTFVRSIPDGSEKGDFIALDLGGSSFRILRVQVNHEKNQNVHMESEVYDTPENIVHGSGSQLFDHVAECLGDFMEKRKIKDKKLPVGFTFSFPCQQSKIDEAILITWTKRFKASGVEGADVVKLLNKAIKKRGDYDANIVAVVNDTVGTMMTCGYDDQHCEVGLIIGTGTNACYMEELRHIDLVEGDEGRMCINTEWGAFGDDGSLEDIRTEFDREIDRGSLNPGKQLFEKMVSGM.... Result: 0 (no interaction).